This data is from Peptide-MHC class II binding affinity with 134,281 pairs from IEDB. The task is: Regression. Given a peptide amino acid sequence and an MHC pseudo amino acid sequence, predict their binding affinity value. This is MHC class II binding data. (1) The peptide sequence is IPTLAAQFPFNASDS. The MHC is DRB1_1302 with pseudo-sequence DRB1_1302. The binding affinity (normalized) is 0.182. (2) The peptide sequence is LVGPTPVNIIGRNMLTQIGC. The MHC is DRB5_0101 with pseudo-sequence DRB5_0101. The binding affinity (normalized) is 0.173.